Dataset: Catalyst prediction with 721,799 reactions and 888 catalyst types from USPTO. Task: Predict which catalyst facilitates the given reaction. (1) Reactant: B1(C)OC(C2C=CC=CC=2)(C2C=CC=CC=2)[C@H]2N1CCC2.S(C)C.[Cl:25][C:26]1[CH:31]=[CH:30][C:29]([C:32](=[O:34])[CH3:33])=[CH:28][CH:27]=1.Cl. Product: [Cl:25][C:26]1[CH:31]=[CH:30][C:29]([C@H:32]([OH:34])[CH3:33])=[CH:28][CH:27]=1. The catalyst class is: 138. (2) Reactant: [F:1][C:2]([F:8])([F:7])[CH2:3][C:4](O)=O.C(N(CC)CC)C.C1(P(C2C=CC=CC=2)C2C=CC=CC=2)C=CC=CC=1.[Br:35][C:36]1[N:41]=[CH:40][C:39]([NH2:42])=[C:38]([NH:43][CH:44]([CH3:46])[CH3:45])[CH:37]=1. Product: [Br:35][C:36]1[N:41]=[CH:40][C:39]2[N:42]=[C:4]([CH2:3][C:2]([F:8])([F:7])[F:1])[N:43]([CH:44]([CH3:46])[CH3:45])[C:38]=2[CH:37]=1. The catalyst class is: 53. (3) Reactant: Cl[C:2]1[N:7]=[C:6]([C:8]2[C:9]([Cl:14])=[N:10][CH:11]=[CH:12][CH:13]=2)[CH:5]=[CH:4][N:3]=1.O.C1(C)C=CC(S(O)(=O)=O)=CC=1.[Cl:27][C:28]1[CH:29]=[C:30]([CH:32]=[CH:33][CH:34]=1)[NH2:31]. Product: [Cl:27][C:28]1[CH:29]=[C:30]([NH:31][C:2]2[N:7]=[C:6]([C:8]3[C:9]([Cl:14])=[N:10][CH:11]=[CH:12][CH:13]=3)[CH:5]=[CH:4][N:3]=2)[CH:32]=[CH:33][CH:34]=1. The catalyst class is: 12.